From a dataset of Reaction yield outcomes from USPTO patents with 853,638 reactions. Predict the reaction yield, written as a fraction of the theoretical maximum amount of product (1.0 means a 100% yield; for example, 0.34 means a 34% yield). (1) The reactants are [CH2:1]([C@@H:8]([NH:16][S:17]([C:20]1[CH:25]=[CH:24][C:23]([Cl:26])=[CH:22][CH:21]=1)(=[O:19])=[O:18])[C:9](=[N:13][O:14]C)[C:10]#[C:11][CH3:12])[C:2]1[CH:7]=[CH:6][CH:5]=[CH:4][CH:3]=1.[I:27]I.S([O-])([O-])(=O)=S.[Na+].[Na+]. The catalyst is CC#N. The product is [Cl:26][C:23]1[CH:22]=[CH:21][C:20]([S:17]([NH:16][C@@H:8]([C:9]2[C:10]([I:27])=[C:11]([CH3:12])[O:14][N:13]=2)[CH2:1][C:2]2[CH:7]=[CH:6][CH:5]=[CH:4][CH:3]=2)(=[O:19])=[O:18])=[CH:25][CH:24]=1. The yield is 0.450. (2) The reactants are C[O:2][C:3]1[C:8]2[NH:9][C:10]([C:12]3[S:13][CH:14]=[CH:15][CH:16]=3)=[N:11][C:7]=2[C:6]([C:17]([NH:19][CH2:20][CH:21]2[CH2:26][CH2:25][CH2:24][CH2:23][N:22]2C(OC(C)(C)C)=O)=[O:18])=[CH:5][CH:4]=1.B(Br)(Br)Br. No catalyst specified. The product is [OH:2][C:3]1[C:8]2[NH:9][C:10]([C:12]3[S:13][CH:14]=[CH:15][CH:16]=3)=[N:11][C:7]=2[C:6]([C:17]([NH:19][CH2:20][CH:21]2[CH2:26][CH2:25][CH2:24][CH2:23][NH:22]2)=[O:18])=[CH:5][CH:4]=1. The yield is 0.440. (3) The reactants are [Cl:1][C:2]1[CH:3]=[C:4]([C:9]2([C:16]([F:19])([F:18])[F:17])[CH2:13][C:12](=O)[NH:11][C:10]2=O)[CH:5]=[C:6]([Cl:8])[CH:7]=1.B(F)(F)F.Cl. The catalyst is C1COCC1. The product is [Cl:8][C:6]1[CH:5]=[C:4]([C@:9]2([C:16]([F:19])([F:18])[F:17])[CH2:13][CH2:12][NH:11][CH2:10]2)[CH:3]=[C:2]([Cl:1])[CH:7]=1. The yield is 0.190. (4) The yield is 0.390. The product is [F:18][C:19]1[CH:24]=[C:23]([N+:25]([O-:27])=[O:26])[CH:22]=[CH:21][C:20]=1[CH2:29][C:2]1[CH:7]=[CH:6][N:5]=[C:4]2[CH:8]=[C:9]([C:11]([C:13]3[O:14][CH:15]=[CH:16][CH:17]=3)=[O:12])[S:10][C:3]=12. The catalyst is O(C1C=CC=CC=1)C1C=CC=CC=1. The reactants are Cl[C:2]1[CH:7]=[CH:6][N:5]=[C:4]2[CH:8]=[C:9]([C:11]([C:13]3[O:14][CH:15]=[CH:16][CH:17]=3)=[O:12])[S:10][C:3]=12.[F:18][C:19]1[CH:24]=[C:23]([N+:25]([O-:27])=[O:26])[CH:22]=[CH:21][C:20]=1O.[C:29]([O-])([O-])=O.[K+].[K+]. (5) The reactants are [C:1]1([S:7][C:8]2[CH:13]=[CH:12][C:11]([N:14]3[NH:23][C:22](=O)[C:21]4[C:16](=[CH:17][CH:18]=[CH:19][CH:20]=4)[C:15]3=[O:25])=[CH:10][CH:9]=2)[CH:6]=[CH:5][CH:4]=[CH:3][CH:2]=1.P(Br)(Br)([Br:28])=O. The catalyst is O. The product is [Br:28][C:22]1[C:21]2[C:16](=[CH:17][CH:18]=[CH:19][CH:20]=2)[C:15](=[O:25])[N:14]([C:11]2[CH:12]=[CH:13][C:8]([S:7][C:1]3[CH:6]=[CH:5][CH:4]=[CH:3][CH:2]=3)=[CH:9][CH:10]=2)[N:23]=1. The yield is 0.860. (6) The reactants are [NH2:1][C:2]1[CH:10]=[CH:9][C:8]([F:11])=[CH:7][C:3]=1[C:4]([OH:6])=O.O=S(Cl)Cl.[Cl:16][C:17]1[CH:23]=[CH:22][CH:21]=[CH:20][C:18]=1[NH2:19].C(Cl)(Cl)Cl. The catalyst is C1C=CC=CC=1. The product is [NH2:1][C:2]1[CH:10]=[CH:9][C:8]([F:11])=[CH:7][C:3]=1[C:4]([NH:19][C:18]1[CH:20]=[CH:21][CH:22]=[CH:23][C:17]=1[Cl:16])=[O:6]. The yield is 0.580. (7) The reactants are C1COC2C=CC(NC3C(F)=CN=C(NC4C=CC=C(O)C=4)N=3)=CC=2O1.[NH2:27][C:28]1[CH:29]=[C:30]([CH:33]=[CH:34][CH:35]=1)[C:31]#[N:32].[Cl:36][C:37]1[N:42]=[C:41](Cl)[C:40]([F:44])=[CH:39][N:38]=1. No catalyst specified. The product is [Cl:36][C:37]1[N:42]=[C:41]([NH:27][C:28]2[CH:35]=[CH:34][CH:33]=[C:30]([C:31]#[N:32])[CH:29]=2)[C:40]([F:44])=[CH:39][N:38]=1. The yield is 0.860.